Dataset: Forward reaction prediction with 1.9M reactions from USPTO patents (1976-2016). Task: Predict the product of the given reaction. Given the reactants Cl.[CH3:2][O:3][C:4]1[CH:5]=[C:6]([NH:10][CH:11]([C:24]2[CH:29]=[CH:28][CH:27]=[CH:26][CH:25]=2)[C:12]([C:14]2[C:18]3[CH2:19][NH:20][CH2:21][CH2:22][C:17]=3[N:16]([CH3:23])[N:15]=2)=[O:13])[CH:7]=[CH:8][CH:9]=1.[CH2:30](N(CC)CC)C.C=O.C(O[BH-](OC(=O)C)OC(=O)C)(=O)C.[Na+], predict the reaction product. The product is: [CH3:23][N:16]1[C:17]2[CH2:22][CH2:21][N:20]([CH3:30])[CH2:19][C:18]=2[C:14]([C:12](=[O:13])[CH:11]([NH:10][C:6]2[CH:7]=[CH:8][CH:9]=[C:4]([O:3][CH3:2])[CH:5]=2)[C:24]2[CH:29]=[CH:28][CH:27]=[CH:26][CH:25]=2)=[N:15]1.